Predict the reactants needed to synthesize the given product. From a dataset of Full USPTO retrosynthesis dataset with 1.9M reactions from patents (1976-2016). (1) Given the product [OH:45][C:34]1[C:33](=[O:32])[N:12]([C:13]2[S:14][C:15]([S:18]([C:21]3[CH:22]=[CH:23][C:24]([N+:27]([O-:29])=[O:28])=[CH:25][CH:26]=3)(=[O:19])=[O:20])=[CH:16][N:17]=2)[CH:8]([C:7]2[CH:10]=[CH:11][C:4]([CH:1]([CH3:3])[CH3:2])=[CH:5][CH:6]=2)[C:35]=1[C:36](=[O:44])[CH2:37][C:38]1[CH:43]=[CH:42][CH:41]=[CH:40][CH:39]=1, predict the reactants needed to synthesize it. The reactants are: [CH:1]([C:4]1[CH:11]=[CH:10][C:7]([CH:8]=O)=[CH:6][CH:5]=1)([CH3:3])[CH3:2].[NH2:12][C:13]1[S:14][C:15]([S:18]([C:21]2[CH:26]=[CH:25][C:24]([N+:27]([O-:29])=[O:28])=[CH:23][CH:22]=2)(=[O:20])=[O:19])=[CH:16][N:17]=1.C([O:32][C:33](=O)[C:34]([OH:45])=[CH:35][C:36](=[O:44])[CH2:37][C:38]1[CH:43]=[CH:42][CH:41]=[CH:40][CH:39]=1)C. (2) Given the product [CH2:1]([C:3]1[CH:25]=[CH:24][CH:23]=[C:22]([CH3:26])[C:4]=1[CH2:5][O:6][C:7]1[C:15]2[N:14]=[C:13]([CH3:16])[N:12]([CH3:17])[C:11]=2[CH:10]=[C:9]([C:18]([OH:20])=[O:19])[CH:8]=1)[CH3:2], predict the reactants needed to synthesize it. The reactants are: [CH2:1]([C:3]1[CH:25]=[CH:24][CH:23]=[C:22]([CH3:26])[C:4]=1[CH2:5][O:6][C:7]1[C:15]2[N:14]=[C:13]([CH3:16])[N:12]([CH3:17])[C:11]=2[CH:10]=[C:9]([C:18]([O:20]C)=[O:19])[CH:8]=1)[CH3:2].[OH-].[Na+].Cl. (3) Given the product [C@H:13]([N:10]1[C:4]2[CH:3]=[C:2]([Cl:1])[N:7]=[CH:6][C:5]=2[C:8]([I:11])=[N:9]1)([CH2:14][CH3:15])[CH3:12], predict the reactants needed to synthesize it. The reactants are: [Cl:1][C:2]1[N:7]=[CH:6][C:5]2[C:8]([I:11])=[N:9][NH:10][C:4]=2[CH:3]=1.[CH3:12][C@H:13](O)[CH2:14][CH3:15]. (4) Given the product [F:24][C:18]1[C:19]([F:23])=[CH:20][CH:21]=[CH:22][C:17]=1[CH2:16][N:14]1[CH:15]=[C:11]([C:7]2[NH:6][C:5]3[C:4](=[O:25])[N:3]([CH2:26][CH2:27][CH3:28])[CH:2]=[N:10][C:9]=3[N:8]=2)[CH:12]=[N:13]1, predict the reactants needed to synthesize it. The reactants are: Cl[C:2]1[N:3]([CH2:26][CH2:27][CH3:28])[C:4](=[O:25])[C:5]2[NH:6][C:7]([C:11]3[CH:12]=[N:13][N:14]([CH2:16][C:17]4[CH:22]=[CH:21][CH:20]=[C:19]([F:23])[C:18]=4[F:24])[CH:15]=3)=[N:8][C:9]=2[N:10]=1.C([O-])=O.[NH4+].CN(C=O)C. (5) Given the product [NH2:12][C:11]1[C:10]2[CH:13]=[C:14]([CH:17]=[O:18])[CH:15]=[CH:16][C:9]=2[S:3][C:2]=1[C:1]([O:5][CH2:6][CH3:7])=[O:4], predict the reactants needed to synthesize it. The reactants are: [C:1]([O:5][CH2:6][CH3:7])(=[O:4])[CH2:2][SH:3].F[C:9]1[CH:16]=[CH:15][C:14]([CH:17]=[O:18])=[CH:13][C:10]=1[C:11]#[N:12].C(N(CC)CC)C.O. (6) Given the product [CH3:1][CH:2]1[CH2:3][N:4]([C:8]2[C:17]3[C:12](=[CH:13][CH:14]=[CH:15][CH:16]=3)[C:11]([C:18]3[CH:23]=[CH:22][CH:21]=[CH:20][CH:19]=3)=[N:10][N:9]=2)[CH2:5][CH2:6][N:7]1[C:36]([C:32]1[S:31][CH:35]=[CH:34][CH:33]=1)=[O:37], predict the reactants needed to synthesize it. The reactants are: [CH3:1][CH:2]1[NH:7][CH2:6][CH2:5][N:4]([C:8]2[C:17]3[C:12](=[CH:13][CH:14]=[CH:15][CH:16]=3)[C:11]([C:18]3[CH:23]=[CH:22][CH:21]=[CH:20][CH:19]=3)=[N:10][N:9]=2)[CH2:3]1.C(N(CC)CC)C.[S:31]1[CH:35]=[CH:34][CH:33]=[C:32]1[C:36](Cl)=[O:37]. (7) Given the product [CH:26]1[C:25]2[CH:24]([CH2:23][O:22][C:20]([NH:19][CH2:18][CH2:17][NH:16][C:12](=[O:14])[CH2:11][C:8]3[CH:7]=[CH:6][C:5]([C:3](=[O:4])[C:2](=[O:1])[CH3:15])=[CH:10][CH:9]=3)=[O:21])[C:36]3[C:31](=[CH:32][CH:33]=[CH:34][CH:35]=3)[C:30]=2[CH:29]=[CH:28][CH:27]=1, predict the reactants needed to synthesize it. The reactants are: [O:1]=[C:2]([CH3:15])[C:3]([C:5]1[CH:10]=[CH:9][C:8]([CH2:11][C:12]([OH:14])=O)=[CH:7][CH:6]=1)=[O:4].[NH2:16][CH2:17][CH2:18][NH:19][C:20]([O:22][CH2:23][CH:24]1[C:36]2[CH:35]=[CH:34][CH:33]=[CH:32][C:31]=2[C:30]2[C:25]1=[CH:26][CH:27]=[CH:28][CH:29]=2)=[O:21].CN(C(ON1N=NC2C=CC=CC1=2)=[N+](C)C)C.F[P-](F)(F)(F)(F)F.C(N(C(C)C)CC)(C)C.